This data is from Catalyst prediction with 721,799 reactions and 888 catalyst types from USPTO. The task is: Predict which catalyst facilitates the given reaction. (1) Reactant: S(O)(O)(=O)=O.[NH2:6][OH:7].O.[OH-].[Na+].[N:11]1[CH:16]=[CH:15][CH:14]=[CH:13][C:12]=1[O:17][CH2:18][C:19]1[CH:24]=[CH:23][C:22]([CH2:25][CH:26]=O)=[CH:21][CH:20]=1. Product: [N:11]1[CH:16]=[CH:15][CH:14]=[CH:13][C:12]=1[O:17][CH2:18][C:19]1[CH:24]=[CH:23][C:22]([CH2:25][CH:26]=[N:6][OH:7])=[CH:21][CH:20]=1. The catalyst class is: 5. (2) Reactant: [Cl:1][C:2]1[N:7]=[CH:6][C:5]([C:8]2[C:13]([CH2:14][OH:15])=[C:12]([C:16]3[CH:21]=[CH:20][CH:19]=[CH:18][CH:17]=3)[N:11]=[C:10]3[N:22]([CH2:25][CH3:26])[N:23]=[CH:24][C:9]=23)=[CH:4][CH:3]=1.C[N+]1([O-])CCOCC1.C([N+](CCC)(CCC)CCC)CC. Product: [Cl:1][C:2]1[N:7]=[CH:6][C:5]([C:8]2[C:13]([CH:14]=[O:15])=[C:12]([C:16]3[CH:21]=[CH:20][CH:19]=[CH:18][CH:17]=3)[N:11]=[C:10]3[N:22]([CH2:25][CH3:26])[N:23]=[CH:24][C:9]=23)=[CH:4][CH:3]=1. The catalyst class is: 2. (3) Reactant: C([O:3][C:4]([C:6]1[N:15]=[C:14]([C:16]2[CH:21]=[CH:20][C:19]([CH:22]([CH3:24])[CH3:23])=[CH:18][CH:17]=2)[C:13]2[C:8](=[CH:9][CH:10]=[C:11]([O:25][CH2:26][C:27]#[CH:28])[CH:12]=2)[N:7]=1)=[O:5])C.[OH-].[Na+].Cl. Product: [CH:22]([C:19]1[CH:18]=[CH:17][C:16]([C:14]2[C:13]3[C:8](=[CH:9][CH:10]=[C:11]([O:25][CH2:26][C:27]#[CH:28])[CH:12]=3)[N:7]=[C:6]([C:4]([OH:5])=[O:3])[N:15]=2)=[CH:21][CH:20]=1)([CH3:24])[CH3:23]. The catalyst class is: 8. (4) Reactant: Br[C:2]1[CH:7]=[CH:6][C:5]([O:8][CH3:9])=[C:4]([O:10][CH2:11][CH2:12][CH2:13][O:14][CH3:15])[CH:3]=1.C([Li])[CH2:17][CH2:18][CH3:19].C(O[C:26]([N:28]1[C@H:32]([CH2:33][O:34][C:35]([O:37][C:38]([CH3:41])([CH3:40])[CH3:39])=[O:36])[CH2:31][C@@H:30]([CH:42]([CH3:44])[CH3:43])[C:29]1=[O:45])=[O:27])(C)(C)C.[C:46](O)(=O)C. Product: [C:38]([O:37][C:35](=[O:36])[O:34][CH2:33][C@@H:32]([NH:28][C:26]([C:18]([CH3:17])([CH3:19])[CH3:46])=[O:27])[CH2:31][C@H:30]([C:29](=[O:45])[C:2]1[CH:7]=[CH:6][C:5]([O:8][CH3:9])=[C:4]([O:10][CH2:11][CH2:12][CH2:13][O:14][CH3:15])[CH:3]=1)[CH:42]([CH3:43])[CH3:44])([CH3:39])([CH3:40])[CH3:41]. The catalyst class is: 188. (5) Reactant: C(OC([N:8]1[CH2:13][CH2:12][N:11]([C:14]2[CH:19]=[CH:18][C:17](/[CH:20]=[CH:21]/[C:22]3[C:30]4[C:25](=[CH:26][CH:27]=[CH:28][CH:29]=4)[NH:24][N:23]=3)=[C:16]([NH:31][C:32]([C:34]3[S:35][CH:36]=[CH:37][C:38]=3[CH3:39])=[O:33])[CH:15]=2)[CH2:10][CH2:9]1)=O)(C)(C)C.Cl.C(O)C.[OH-].[Na+]. Product: [NH:24]1[C:25]2[C:30](=[CH:29][CH:28]=[CH:27][CH:26]=2)[C:22](/[CH:21]=[CH:20]/[C:17]2[CH:18]=[CH:19][C:14]([N:11]3[CH2:12][CH2:13][NH:8][CH2:9][CH2:10]3)=[CH:15][C:16]=2[NH:31][C:32]([C:34]2[S:35][CH:36]=[CH:37][C:38]=2[CH3:39])=[O:33])=[N:23]1. The catalyst class is: 8. (6) Reactant: [I-].[CH2:2]([N+:9]1[CH:10]([C:16]([O:18][CH3:19])=[O:17])[CH2:11][CH2:12][C:13]=1SC)[C:3]1[CH:8]=[CH:7][CH:6]=[CH:5][CH:4]=1.[N+:20]([CH3:23])([O-:22])=[O:21].C(N(C(C)C)CC)(C)C. Product: [CH2:2]([N:9]1[C:13](=[CH:23][N+:20]([O-:22])=[O:21])[CH2:12][CH2:11][CH:10]1[C:16]([O:18][CH3:19])=[O:17])[C:3]1[CH:8]=[CH:7][CH:6]=[CH:5][CH:4]=1. The catalyst class is: 9.